This data is from TCR-epitope binding with 47,182 pairs between 192 epitopes and 23,139 TCRs. The task is: Binary Classification. Given a T-cell receptor sequence (or CDR3 region) and an epitope sequence, predict whether binding occurs between them. (1) The epitope is YIFFASFYY. The TCR CDR3 sequence is CASSRYYEQYF. Result: 1 (the TCR binds to the epitope). (2) The epitope is IPIQASLPF. The TCR CDR3 sequence is CASSLEGLVNEQFF. Result: 1 (the TCR binds to the epitope). (3) The TCR CDR3 sequence is CASSSGQEKLFF. The epitope is LPRRSGAAGA. Result: 1 (the TCR binds to the epitope). (4) The epitope is NLDSKVGGNY. The TCR CDR3 sequence is CASSPRGRLNEQFF. Result: 0 (the TCR does not bind to the epitope). (5) The epitope is LPRRSGAAGA. The TCR CDR3 sequence is CSARDLQGAYNSPLHF. Result: 0 (the TCR does not bind to the epitope).